The task is: Predict the product of the given reaction.. This data is from Forward reaction prediction with 1.9M reactions from USPTO patents (1976-2016). Given the reactants [N:1]1([S:7]([C:10]2[CH:11]=[C:12]([CH:16]=[CH:17][CH:18]=2)[C:13](O)=[O:14])(=[O:9])=[O:8])[CH2:6][CH2:5][CH2:4][CH2:3][CH2:2]1.[BH4-].[Na+], predict the reaction product. The product is: [N:1]1([S:7]([C:10]2[CH:11]=[C:12]([CH2:13][OH:14])[CH:16]=[CH:17][CH:18]=2)(=[O:9])=[O:8])[CH2:2][CH2:3][CH2:4][CH2:5][CH2:6]1.